Task: Predict which catalyst facilitates the given reaction.. Dataset: Catalyst prediction with 721,799 reactions and 888 catalyst types from USPTO (1) Reactant: Br[C:2]1[CH:7]=[CH:6][N:5]=[CH:4][C:3]=1[O:8][CH2:9][CH:10]1[CH2:13][O:12][CH2:11]1.[CH3:14][C:15]1([CH3:31])[C:19]([CH3:21])([CH3:20])[O:18][B:17]([B:17]2[O:18][C:19]([CH3:21])([CH3:20])[C:15]([CH3:31])([CH3:14])[O:16]2)[O:16]1.C([O-])(=O)C.[K+]. Product: [O:12]1[CH2:13][CH:10]([CH2:9][O:8][C:3]2[CH:4]=[N:5][CH:6]=[CH:7][C:2]=2[B:17]2[O:18][C:19]([CH3:21])([CH3:20])[C:15]([CH3:31])([CH3:14])[O:16]2)[CH2:11]1. The catalyst class is: 439. (2) Reactant: [Cl:1][C:2]1[C:7]2=[C:8]([CH3:11])[CH:9]=[CH:10][N:6]2[N:5]=[CH:4][N:3]=1.CC(N=NC(C#N)(C)C)(C#N)C.C1C(=O)N([Br:31])C(=O)C1. Product: [Br:31][CH2:11][C:8]1[CH:9]=[CH:10][N:6]2[C:7]=1[C:2]([Cl:1])=[N:3][CH:4]=[N:5]2. The catalyst class is: 53. (3) Reactant: [CH2:1]([OH:4])[C:2]#[CH:3].Br[CH2:6][C:7]1[C:16]2[C:11](=[CH:12][CH:13]=[CH:14][CH:15]=2)[C:10]([Cl:17])=[N:9][N:8]=1. Product: [Cl:17][C:10]1[C:11]2[C:16](=[CH:15][CH:14]=[CH:13][CH:12]=2)[C:7]([CH2:6][O:4][CH2:1][C:2]#[CH:3])=[N:8][N:9]=1. The catalyst class is: 7. (4) Product: [C:13]([C:5]1[CH:4]=[C:3]([CH:8]=[CH:7][CH:6]=1)[C:1]#[N:2])([CH3:15])=[CH2:14]. The catalyst class is: 108. Reactant: [C:1]([C:3]1[CH:4]=[C:5](B(O)O)[CH:6]=[CH:7][CH:8]=1)#[N:2].Br[C:13]([CH3:15])=[CH2:14].C(=O)([O-])[O-].[Na+].[Na+]. (5) Reactant: [F:1][C:2]1[CH:10]=[CH:9][C:5]([C:6]([OH:8])=O)=[CH:4][C:3]=1[N+:11]([O-:13])=[O:12].[CH3:14][N:15]1[CH:19]=[C:18]([C:20]2[CH:25]=[CH:24][C:23]([CH:26]3[CH2:31][CH2:30][NH:29][CH2:28][CH2:27]3)=[CH:22][CH:21]=2)[CH:17]=[N:16]1.C(N(CC)C(C)C)(C)C.CN(C(ON1N=NC2C=CC=CC1=2)=[N+](C)C)C.F[P-](F)(F)(F)(F)F.C([O-])([O-])=O.[Na+].[Na+]. Product: [F:1][C:2]1[CH:10]=[CH:9][C:5]([C:6]([N:29]2[CH2:28][CH2:27][CH:26]([C:23]3[CH:22]=[CH:21][C:20]([C:18]4[CH:17]=[N:16][N:15]([CH3:14])[CH:19]=4)=[CH:25][CH:24]=3)[CH2:31][CH2:30]2)=[O:8])=[CH:4][C:3]=1[N+:11]([O-:13])=[O:12]. The catalyst class is: 2. (6) Reactant: C([N:8]1[CH2:14][C:13]2[N:15]=[CH:16][C:17]([N:19]3[CH2:24][CH2:23][O:22][CH2:21][CH2:20]3)=[N:18][C:12]=2[O:11][C@@H:10]([CH3:25])[CH2:9]1)C1C=CC=CC=1. Product: [CH3:25][C@H:10]1[CH2:9][NH:8][CH2:14][C:13]2[N:15]=[CH:16][C:17]([N:19]3[CH2:24][CH2:23][O:22][CH2:21][CH2:20]3)=[N:18][C:12]=2[O:11]1. The catalyst class is: 563. (7) Product: [CH3:13][O:12][C:10](=[O:11])[C:9]1[CH:14]=[CH:15][CH:16]=[C:7]([NH:6][C:18]([NH2:19])=[S:17])[CH:8]=1. Reactant: S(=O)(=O)(O)O.[NH2:6][C:7]1[CH:8]=[C:9]([CH:14]=[CH:15][CH:16]=1)[C:10]([O:12][CH3:13])=[O:11].[S-:17][C:18]#[N:19].[K+].C1OCCOCCOCCOCCOCCOC1. The catalyst class is: 159.